From a dataset of Forward reaction prediction with 1.9M reactions from USPTO patents (1976-2016). Predict the product of the given reaction. (1) Given the reactants [Cl:1][C:2]1[CH:19]=[CH:18][C:17]2[C:16](=O)[C:15]3[C:6](=[CH:7][C:8]4[C:13]([CH:14]=3)=[CH:12][CH:11]=[CH:10][CH:9]=4)[C:5](=O)[C:4]=2[CH:3]=1.C1(O)CCCCC1, predict the reaction product. The product is: [Cl:1][C:2]1[CH:19]=[CH:18][C:17]2[C:4](=[CH:5][C:6]3[C:15]([CH:16]=2)=[CH:14][C:13]2[C:8](=[CH:9][CH:10]=[CH:11][CH:12]=2)[CH:7]=3)[CH:3]=1. (2) Given the reactants C1([C@H]2[C@H](C3C4C(=CC=CC=4)NC=3)C(=O)NC2=O)C2=C3C(=CC=C2)CCCN3C=1.[CH2:29]([N:32]1[C:40]2[C:35](=[CH:36][CH:37]=[CH:38][C:39]=2[Br:41])[CH:34]=[CH:33]1)[CH:30]=[CH2:31].[C:42](Cl)([C:44](Cl)=[O:45])=[O:43].[CH3:48][O-:49].[Na+], predict the reaction product. The product is: [CH3:48][O:49][C:44](=[O:45])[C:42]([C:34]1[C:35]2[C:40](=[C:39]([Br:41])[CH:38]=[CH:37][CH:36]=2)[N:32]([CH2:29][CH:30]=[CH2:31])[CH:33]=1)=[O:43]. (3) Given the reactants Br[C:2]1[N:3]([CH3:23])[C:4]([C:13]2[S:14][C:15]3[N:16]=[CH:17][N:18]=[C:19]([NH2:22])[C:20]=3[N:21]=2)=[C:5]([C:7]2[CH:12]=[CH:11][CH:10]=[CH:9][CH:8]=2)[N:6]=1.C(N(CC)CC)C.[C:31]([C:33]1([NH2:39])[CH2:38][CH2:37][CH2:36][CH2:35][CH2:34]1)#[CH:32], predict the reaction product. The product is: [NH2:39][C:33]1([C:31]#[C:32][C:2]2[N:3]([CH3:23])[C:4]([C:13]3[S:14][C:15]4[N:16]=[CH:17][N:18]=[C:19]([NH2:22])[C:20]=4[N:21]=3)=[C:5]([C:7]3[CH:12]=[CH:11][CH:10]=[CH:9][CH:8]=3)[N:6]=2)[CH2:38][CH2:37][CH2:36][CH2:35][CH2:34]1. (4) Given the reactants [Cl:1][C:2]1[CH:7]=[C:6]([F:8])[CH:5]=[CH:4][C:3]=1[C@@H:9]1[C:14]([C:15]([O:17][C@H:18]([CH3:25])[C:19]([O:21][CH:22]([CH3:24])[CH3:23])=[O:20])=[O:16])=[C:13]([CH2:26]Br)[NH:12][C:11]([C:28]2[S:29][CH:30]=[CH:31][N:32]=2)=[N:10]1.[NH:33]1[CH2:38][CH2:37][O:36][CH2:35][CH2:34]1, predict the reaction product. The product is: [Cl:1][C:2]1[CH:7]=[C:6]([F:8])[CH:5]=[CH:4][C:3]=1[C@@H:9]1[C:14]([C:15]([O:17][C@H:18]([CH3:25])[C:19]([O:21][CH:22]([CH3:24])[CH3:23])=[O:20])=[O:16])=[C:13]([CH2:26][N:33]2[CH2:38][CH2:37][O:36][CH2:35][CH2:34]2)[NH:12][C:11]([C:28]2[S:29][CH:30]=[CH:31][N:32]=2)=[N:10]1. (5) The product is: [N:1]1[CH:8]=[CH:9][N:3]2[CH:4]=[CH:5][N:6]=[CH:7][C:2]=12. Given the reactants [NH2:1][C:2]1[CH:7]=[N:6][CH:5]=[CH:4][N:3]=1.[CH2:8](OC(OCC)CBr)[CH3:9].Br.[OH-].[Na+], predict the reaction product. (6) The product is: [Cl:1][C:2]1[C:14]([Cl:15])=[CH:13][CH:12]=[CH:11][C:3]=1[C:4]([NH:6][CH2:7][CH2:8][N:9]([CH:16]=[O:17])[OH:10])=[O:5]. Given the reactants [Cl:1][C:2]1[C:14]([Cl:15])=[CH:13][CH:12]=[CH:11][C:3]=1[C:4]([NH:6][CH2:7][CH:8]=[N:9][OH:10])=[O:5].[CH3:16][OH:17].Cl.C([BH3-])#N.[Na+], predict the reaction product. (7) Given the reactants [C:1]([O:4][CH2:5][C:6]1[C:11]2[C:12]([O:15][CH3:16])=[N:13][NH:14][C:10]=2[CH:9]=[C:8]([NH:17][C:18]([NH:20][C@@H:21]([C:23]2[CH:28]=[CH:27][CH:26]=[CH:25][CH:24]=2)[CH3:22])=[O:19])[N:7]=1)(=[O:3])[CH3:2].[B-](F)(F)(F)[F:30].[B-](F)(F)(F)F.C1[N+]2(CCl)CC[N+](F)(CC2)C1.C(O)(C(F)(F)F)=O, predict the reaction product. The product is: [C:1]([O:4][CH2:5][C:6]1[C:11]2[C:12]([O:15][CH3:16])=[N:13][NH:14][C:10]=2[C:9]([F:30])=[C:8]([NH:17][C:18]([NH:20][C@@H:21]([C:23]2[CH:24]=[CH:25][CH:26]=[CH:27][CH:28]=2)[CH3:22])=[O:19])[N:7]=1)(=[O:3])[CH3:2]. (8) The product is: [CH3:11][O:5][C:4](=[O:6])[C:3]1[CH:7]=[CH:8][CH:9]=[N:10][C:2]=1[NH2:1]. Given the reactants [NH2:1][C:2]1[N:10]=[CH:9][CH:8]=[CH:7][C:3]=1[C:4]([OH:6])=[O:5].[C:11](=O)(O)[O-].[Na+], predict the reaction product.